From a dataset of Full USPTO retrosynthesis dataset with 1.9M reactions from patents (1976-2016). Predict the reactants needed to synthesize the given product. (1) Given the product [CH3:1][N:2]1[C:10]2[C:5](=[CH:6][CH:7]=[C:8]([C:11]3[NH:12][C:24]([CH3:25])=[CH:23][N:13]=3)[CH:9]=2)[C:4]([CH3:14])([CH3:15])[C:3]1=[O:16], predict the reactants needed to synthesize it. The reactants are: [CH3:1][N:2]1[C:10]2[C:5](=[CH:6][CH:7]=[C:8]([C:11](=[NH:13])[NH2:12])[CH:9]=2)[C:4]([CH3:15])([CH3:14])[C:3]1=[O:16].C(=O)(O)[O-].[Na+].Cl[CH2:23][C:24](=O)[CH3:25]. (2) Given the product [Cl:1][C:2]1[C:15]2[NH:14][C:13]3[C:8](=[CH:9][CH:10]=[CH:11][C:12]=3[Cl:18])[S:7][C:6]=2[CH:5]=[CH:4][CH:3]=1, predict the reactants needed to synthesize it. The reactants are: [Cl:1][C:2]1[C:15]2[N:14](C=O)[C:13]3[C:8](=[CH:9][CH:10]=[CH:11][C:12]=3[Cl:18])[S:7][C:6]=2[CH:5]=[CH:4][CH:3]=1.[OH-].[K+]. (3) Given the product [C:2]([C:6]1[O:10][C:9]([CH2:11][N:12]2[C:17]3[CH:18]=[C:19]([C:21]4[CH:26]=[CH:25][CH:24]=[CH:23][CH:22]=4)[S:20][C:16]=3[C:15](=[O:27])[N:14]([CH:28]3[CH2:29][CH2:30][N:31]([C:54]([C:53]4[CH:57]=[CH:58][C:50]([C:44]5[C:45]6[CH:46]=[C:47]([O:48][CH3:49])[C:38]([O:37][CH2:35][CH3:36])=[CH:39][C:40]=6[C@H:41]6[CH2:62][S:61][CH2:60][CH2:59][C@H:42]6[N:43]=5)=[CH:51][CH:52]=4)=[O:55])[CH2:32][CH2:33]3)[C:13]2=[O:34])=[N:8][N:7]=1)([CH3:5])([CH3:3])[CH3:4], predict the reactants needed to synthesize it. The reactants are: Cl.[C:2]([C:6]1[O:10][C:9]([CH2:11][N:12]2[C:17]3[CH:18]=[C:19]([C:21]4[CH:26]=[CH:25][CH:24]=[CH:23][CH:22]=4)[S:20][C:16]=3[C:15](=[O:27])[N:14]([CH:28]3[CH2:33][CH2:32][NH:31][CH2:30][CH2:29]3)[C:13]2=[O:34])=[N:8][N:7]=1)([CH3:5])([CH3:4])[CH3:3].[CH2:35]([O:37][C:38]1[C:47]([O:48][CH3:49])=[CH:46][C:45]2[C:44]([C:50]3[CH:58]=[CH:57][C:53]([C:54](O)=[O:55])=[CH:52][CH:51]=3)=[N:43][C@@H:42]3[CH2:59][CH2:60][S:61][CH2:62][C@@H:41]3[C:40]=2[CH:39]=1)[CH3:36].CN(C(ON1N=NC2C=CC=CC1=2)=[N+](C)C)C.F[P-](F)(F)(F)(F)F.CCN(C(C)C)C(C)C. (4) Given the product [NH:1]1[C:9]2[C:4](=[CH:5][CH:6]=[C:7]([CH2:10][C:11]([NH:13][CH2:14][C:15]#[C:16][C:23]3[CH:22]=[CH:21][C:20]([O:19][C:18]([F:17])([F:27])[F:28])=[CH:25][CH:24]=3)=[O:12])[CH:8]=2)[CH:3]=[CH:2]1, predict the reactants needed to synthesize it. The reactants are: [NH:1]1[C:9]2[C:4](=[CH:5][CH:6]=[C:7]([CH2:10][C:11]([NH:13][CH2:14][C:15]#[CH:16])=[O:12])[CH:8]=2)[CH:3]=[CH:2]1.[F:17][C:18]([F:28])([F:27])[O:19][C:20]1[CH:25]=[CH:24][C:23](I)=[CH:22][CH:21]=1. (5) Given the product [CH2:1]([O:3][CH:4]([O:19][CH2:20][CH3:21])[CH2:5][CH2:6][N:7]1[C:8]2[C:17]3[CH:16]=[CH:15][CH:14]=[CH:13][C:12]=3[N:11]=[CH:10][C:9]=2[N:18]=[C:22]1[CH2:23][CH2:24][CH3:25])[CH3:2], predict the reactants needed to synthesize it. The reactants are: [CH2:1]([O:3][CH:4]([O:19][CH2:20][CH3:21])[CH2:5][CH2:6][NH:7][C:8]1[C:17]2[C:12](=[CH:13][CH:14]=[CH:15][CH:16]=2)[N:11]=[CH:10][C:9]=1[NH2:18])[CH3:2].[C:22](OC)(OC)(OC)[CH2:23][CH2:24][CH3:25]. (6) The reactants are: C[N:2]=[C:3]=[O:4].[NH2:5][C:6]1[CH:11]=[CH:10][C:9]([C:12]2[CH:19]=[C:18](Cl)[C:15]([C:16]#[N:17])=[C:14]([C:21]3[CH:26]=[CH:25][C:24]([O:27][C:28]4[CH:33]=[CH:32][CH:31]=[CH:30][CH:29]=4)=[CH:23][CH:22]=3)[N:13]=2)=[CH:8][CH:7]=1.[NH2:34][NH2:35].C[N:37](C)C(=O)C. Given the product [NH2:17][C:16]1[C:15]2[C:14]([C:21]3[CH:26]=[CH:25][C:24]([O:27][C:28]4[CH:33]=[CH:32][CH:31]=[CH:30][CH:29]=4)=[CH:23][CH:22]=3)=[N:13][C:12]([C:9]3[CH:10]=[CH:11][C:6]([NH:5][C:3]([NH:2][NH2:37])=[O:4])=[CH:7][CH:8]=3)=[CH:19][C:18]=2[NH:35][N:34]=1, predict the reactants needed to synthesize it. (7) Given the product [Br:7][C:4]1[S:3][C:2]([C:11]2[S:15][C:14]([C:16]([OH:18])=[O:17])=[CH:13][CH:12]=2)=[N:6][CH:5]=1, predict the reactants needed to synthesize it. The reactants are: Br[C:2]1[S:3][C:4]([Br:7])=[CH:5][N:6]=1.B([C:11]1[S:15][C:14]([C:16]([OH:18])=[O:17])=[CH:13][CH:12]=1)(O)O. (8) Given the product [CH3:20][O:21][C:22]1[C:27]2[N:28]=[C:29]([CH2:31][O:32][CH3:33])[NH:30][C:26]=2[C:25]([C:34](=[O:35])[CH2:19][C:16]2[CH:17]=[CH:18][N:13]=[CH:14][CH:15]=2)=[CH:24][CH:23]=1, predict the reactants needed to synthesize it. The reactants are: C(NC(C)C)(C)C.C([Li])CCC.[N:13]1[CH:18]=[CH:17][C:16]([CH3:19])=[CH:15][CH:14]=1.[CH3:20][O:21][C:22]1[C:27]2[N:28]=[C:29]([CH2:31][O:32][CH3:33])[NH:30][C:26]=2[C:25]([C:34](OC)=[O:35])=[CH:24][CH:23]=1.